This data is from Peptide-MHC class II binding affinity with 134,281 pairs from IEDB. The task is: Regression. Given a peptide amino acid sequence and an MHC pseudo amino acid sequence, predict their binding affinity value. This is MHC class II binding data. (1) The peptide sequence is VWKRELNLLDKRQFE. The MHC is DRB3_0202 with pseudo-sequence DRB3_0202. The binding affinity (normalized) is 0.307. (2) The peptide sequence is LSEMKEAFHGLDVKF. The MHC is HLA-DQA10201-DQB10402 with pseudo-sequence HLA-DQA10201-DQB10402. The binding affinity (normalized) is 0.314.